Dataset: Forward reaction prediction with 1.9M reactions from USPTO patents (1976-2016). Task: Predict the product of the given reaction. The product is: [C:1]([C:5]1[CH:10]=[CH:9][C:8]([C:11]2[CH:19]=[CH:18][CH:17]=[C:16]3[C:12]=2[CH2:13][C:14]([CH2:21][C:22]2([CH3:27])[CH2:26][CH2:25][CH2:24][CH2:23]2)=[CH:15]3)=[CH:7][CH:6]=1)([CH3:4])([CH3:2])[CH3:3]. Given the reactants [C:1]([C:5]1[CH:10]=[CH:9][C:8]([C:11]2[CH:19]=[CH:18][CH:17]=[C:16]3[C:12]=2[CH2:13][CH:14]([CH2:21][C:22]2([CH3:27])[CH2:26][CH2:25][CH2:24][CH2:23]2)[C:15]3=O)=[CH:7][CH:6]=1)([CH3:4])([CH3:3])[CH3:2].[BH4-].[Na+].C1(C)C=CC=CC=1.OS(O)(=O)=O, predict the reaction product.